From a dataset of TCR-epitope binding with 47,182 pairs between 192 epitopes and 23,139 TCRs. Binary Classification. Given a T-cell receptor sequence (or CDR3 region) and an epitope sequence, predict whether binding occurs between them. (1) Result: 0 (the TCR does not bind to the epitope). The epitope is KLNVGDYFV. The TCR CDR3 sequence is CASSSVTSRGLYEQYF. (2) The epitope is KRWIILGLNK. The TCR CDR3 sequence is CASAPGLMSYEQYF. Result: 1 (the TCR binds to the epitope). (3) Result: 0 (the TCR does not bind to the epitope). The TCR CDR3 sequence is CASSQDITTSGAYEQFF. The epitope is HSKKKCDEL.